From a dataset of Forward reaction prediction with 1.9M reactions from USPTO patents (1976-2016). Predict the product of the given reaction. (1) Given the reactants [CH3:1][O:2][C:3]([CH:5]1[CH2:10][C:9](=[O:11])[CH2:8][CH:7]([C:12]([O:14][CH3:15])=[O:13])[CH2:6]1)=[O:4].[CH2:16](O)[CH2:17][OH:18].O.C1(C)C=CC(S(O)(=O)=O)=CC=1.O, predict the reaction product. The product is: [CH3:15][O:14][C:12]([CH:7]1[CH2:6][CH:5]([C:3]([O:2][CH3:1])=[O:4])[CH2:10][C:9]2([O:18][CH2:17][CH2:16][O:11]2)[CH2:8]1)=[O:13]. (2) Given the reactants [Cl:1][C:2]1[CH:3]=[C:4]([CH:20]=[CH:21][C:22]=1[O:23][CH3:24])[CH2:5][NH:6][C:7]1[C:12]([C:13]([O:15][CH2:16][CH3:17])=[O:14])=[CH:11][N:10]=[C:9]([S:18][CH3:19])[N:8]=1.C1C=C(Cl)C=C(C(OO)=[O:33])C=1.O, predict the reaction product. The product is: [Cl:1][C:2]1[CH:3]=[C:4]([CH:20]=[CH:21][C:22]=1[O:23][CH3:24])[CH2:5][NH:6][C:7]1[C:12]([C:13]([O:15][CH2:16][CH3:17])=[O:14])=[CH:11][N:10]=[C:9]([S:18]([CH3:19])=[O:33])[N:8]=1. (3) Given the reactants [CH3:1][O:2][C:3]([C:5]1[N:6]([CH3:11])[N:7]=[CH:8][C:9]=1I)=[O:4].C([Mg]Cl)(C)C.CC1OCCC1.Br[C:24]1[CH:52]=[CH:51][C:27]([C:28]([N:30]([C:44]2[C:49]([CH3:50])=[CH:48][CH:47]=[CH:46][N:45]=2)[CH:31]2[CH2:36][CH2:35][CH2:34][N:33]([C:37]([O:39][C:40]([CH3:43])([CH3:42])[CH3:41])=[O:38])[CH2:32]2)=[O:29])=[CH:26][CH:25]=1, predict the reaction product. The product is: [CH3:1][O:2][C:3]([C:5]1[N:6]([CH3:11])[N:7]=[CH:8][C:9]=1[C:24]1[CH:52]=[CH:51][C:27]([C:28]([N:30]([C:44]2[C:49]([CH3:50])=[CH:48][CH:47]=[CH:46][N:45]=2)[C@@H:31]2[CH2:36][CH2:35][CH2:34][N:33]([C:37]([O:39][C:40]([CH3:43])([CH3:41])[CH3:42])=[O:38])[CH2:32]2)=[O:29])=[CH:26][CH:25]=1)=[O:4]. (4) The product is: [Cl:11][CH2:12][C:13]1[O:1][N:2]=[C:3]([C:5]2[CH:10]=[CH:9][CH:8]=[CH:7][N:6]=2)[N:4]=1. Given the reactants [OH:1][N:2]=[C:3]([C:5]1[CH:10]=[CH:9][CH:8]=[CH:7][N:6]=1)[NH2:4].[Cl:11][CH2:12][C:13](Cl)=O.C(N(CC)CC)C, predict the reaction product. (5) Given the reactants Cl.[NH2:2][OH:3].C(N(CC)CC)C.[CH2:11]([O:14][C:15]1[C:22]([CH3:23])=[CH:21][C:18]([C:19]#[N:20])=[CH:17][C:16]=1[CH3:24])[CH:12]=[CH2:13], predict the reaction product. The product is: [CH2:11]([O:14][C:15]1[C:16]([CH3:24])=[CH:17][C:18]([C:19](=[NH:20])[NH:2][OH:3])=[CH:21][C:22]=1[CH3:23])[CH:12]=[CH2:13]. (6) Given the reactants [Li]CCCC.C(NC(C)C)(C)C.[Br:13][C:14]1[CH:15]=[N:16][CH:17]=[C:18]([F:20])[CH:19]=1.[O:21]1[CH2:24][C:23](=[O:25])[CH2:22]1, predict the reaction product. The product is: [Br:13][C:14]1[CH:15]=[N:16][CH:17]=[C:18]([F:20])[C:19]=1[C:23]1([OH:25])[CH2:24][O:21][CH2:22]1.